Dataset: Full USPTO retrosynthesis dataset with 1.9M reactions from patents (1976-2016). Task: Predict the reactants needed to synthesize the given product. (1) Given the product [F:20][C:2]([F:1])([F:19])[CH2:3][N:4]1[CH2:9][CH2:8][CH:7]([C:10]2[CH:11]=[CH:12][C:13]([NH2:16])=[CH:14][CH:15]=2)[CH2:6][CH2:5]1, predict the reactants needed to synthesize it. The reactants are: [F:1][C:2]([F:20])([F:19])[CH2:3][N:4]1[CH2:9][CH2:8][CH:7]([C:10]2[CH:15]=[CH:14][C:13]([NH:16]C=O)=[CH:12][CH:11]=2)[CH2:6][CH2:5]1.Cl. (2) Given the product [O:1]1[C:9]2[CH:8]=[CH:7][N:6]=[CH:5][C:4]=2[N:3]=[C:2]1[C:10]1[CH:11]=[CH:12][C:13]([C:14]([O-:16])=[O:15])=[CH:18][CH:19]=1.[Li+:20], predict the reactants needed to synthesize it. The reactants are: [O:1]1[C:9]2[CH:8]=[CH:7][N:6]=[CH:5][C:4]=2[N:3]=[C:2]1[C:10]1[CH:19]=[CH:18][C:13]([C:14]([O:16]C)=[O:15])=[CH:12][CH:11]=1.[Li+:20].[OH-]. (3) Given the product [CH3:15][C:5]1([CH3:16])[C:4]2[CH:3]=[C:2]([NH:17][C:18]3[CH:23]=[CH:22][CH:21]=[CH:20][CH:19]=3)[CH:14]=[CH:13][C:12]=2[C:11]2[C:6]1=[CH:7][CH:8]=[CH:9][CH:10]=2, predict the reactants needed to synthesize it. The reactants are: Br[C:2]1[CH:14]=[CH:13][C:12]2[C:11]3[C:6](=[CH:7][CH:8]=[CH:9][CH:10]=3)[C:5]([CH3:16])([CH3:15])[C:4]=2[CH:3]=1.[NH2:17][C:18]1[CH:23]=[CH:22][CH:21]=[CH:20][CH:19]=1.CC(C)([O-])C.[Na+]. (4) The reactants are: [Cl:1][C:2]1[CH:3]=[C:4]2[C:8](=[CH:9][CH:10]=1)[N:7]([CH2:11][C:12]([O:14]C)=[O:13])[C:6]([CH3:16])=[C:5]2[S:17]([C:20]1[CH:25]=[CH:24][C:23]([Cl:26])=[CH:22][CH:21]=1)(=[O:19])=[O:18].[OH-].[Na+]. Given the product [Cl:1][C:2]1[CH:3]=[C:4]2[C:8](=[CH:9][CH:10]=1)[N:7]([CH2:11][C:12]([OH:14])=[O:13])[C:6]([CH3:16])=[C:5]2[S:17]([C:20]1[CH:25]=[CH:24][C:23]([Cl:26])=[CH:22][CH:21]=1)(=[O:18])=[O:19], predict the reactants needed to synthesize it. (5) Given the product [F:20][C:19]([F:22])([F:21])[C:17]([OH:23])=[O:18].[N:1]1[N:2]([CH2:10][C@H:11]2[CH2:15][CH2:14][C@@H:13]([NH2:16])[CH2:12]2)[N:3]=[C:4]2[CH:9]=[CH:8][CH:7]=[CH:6][C:5]=12, predict the reactants needed to synthesize it. The reactants are: [N:1]1[N:2]([CH2:10][C@H:11]2[CH2:15][CH2:14][C@@H:13]([NH2:16])[CH2:12]2)[N:3]=[C:4]2[CH:9]=[CH:8][CH:7]=[CH:6][C:5]=12.[C:17]([OH:23])([C:19]([F:22])([F:21])[F:20])=[O:18]. (6) Given the product [F:27][C:28]([F:41])([F:40])[S:29]([O:1][C:2]1[C:12]2[CH2:11][CH2:10][N:9]([C:13]([O:15][C:16]([CH3:19])([CH3:18])[CH3:17])=[O:14])[CH2:8][CH2:7][C:6]=2[CH:5]=[CH:4][CH:3]=1)(=[O:31])=[O:30], predict the reactants needed to synthesize it. The reactants are: [OH:1][C:2]1[C:12]2[CH2:11][CH2:10][N:9]([C:13]([O:15][C:16]([CH3:19])([CH3:18])[CH3:17])=[O:14])[CH2:8][CH2:7][C:6]=2[CH:5]=[CH:4][CH:3]=1.C(N(CC)CC)C.[F:27][C:28]([F:41])([F:40])[S:29](O[S:29]([C:28]([F:41])([F:40])[F:27])(=[O:31])=[O:30])(=[O:31])=[O:30].C(=O)([O-])[O-].[Na+].[Na+].